From a dataset of Full USPTO retrosynthesis dataset with 1.9M reactions from patents (1976-2016). Predict the reactants needed to synthesize the given product. (1) Given the product [F:22][C:18]1[CH:19]=[C:20]([F:21])[C:14]2[O:13][C:12]([CH2:8][CH2:9][C:10]#[C:11][C:2]3[CH:7]=[CH:6][CH:5]=[CH:4][N:3]=3)=[N:16][C:15]=2[CH:17]=1, predict the reactants needed to synthesize it. The reactants are: Br[C:2]1[CH:7]=[CH:6][CH:5]=[CH:4][N:3]=1.[CH2:8]([C:12]1[O:13][C:14]2[C:20]([F:21])=[CH:19][C:18]([F:22])=[CH:17][C:15]=2[N:16]=1)[CH2:9][C:10]#[CH:11]. (2) Given the product [NH2:40][C:33]1[C:34]2[C:39](=[CH:38][CH:37]=[CH:36][CH:35]=2)[C:30]([O:29][C:27]2[CH:26]=[CH:25][N:24]=[C:23]([NH:22][C:5]3[CH:6]=[C:7]([CH:8]=[C:3]([C:1]#[CH:2])[CH:4]=3)[C:9]([NH:10][CH2:11][CH2:12][O:13][CH2:14][CH2:15][O:16][CH2:17][CH2:18][O:19][CH3:20])=[O:21])[N:28]=2)=[CH:31][CH:32]=1, predict the reactants needed to synthesize it. The reactants are: [C:1]([C:3]1[CH:4]=[C:5]([NH:22][C:23]2[N:28]=[C:27]([O:29][C:30]3[C:39]4[C:34](=[CH:35][CH:36]=[CH:37][CH:38]=4)[C:33]([NH:40]C(=O)OC(C)(C)C)=[CH:32][CH:31]=3)[CH:26]=[CH:25][N:24]=2)[CH:6]=[C:7]([C:9](=[O:21])[NH:10][CH2:11][CH2:12][O:13][CH2:14][CH2:15][O:16][CH2:17][CH2:18][O:19][CH3:20])[CH:8]=1)#[CH:2].C(O)(C(F)(F)F)=O. (3) Given the product [F:23][C:20]1[CH:21]=[CH:22][C:17]([C@@H:15]([NH:14][C:4]2[N:3]=[C:2]([NH:24][C:25]3[CH:30]=[N:29][CH:28]=[CH:27][N:26]=3)[CH:7]=[C:6]([N:8]3[CH:12]=[C:11]([CH3:13])[N:10]=[CH:9]3)[N:5]=2)[CH3:16])=[CH:18][CH:19]=1, predict the reactants needed to synthesize it. The reactants are: Cl[C:2]1[CH:7]=[C:6]([N:8]2[CH:12]=[C:11]([CH3:13])[N:10]=[CH:9]2)[N:5]=[C:4]([NH:14][C@H:15]([C:17]2[CH:22]=[CH:21][C:20]([F:23])=[CH:19][CH:18]=2)[CH3:16])[N:3]=1.[NH2:24][C:25]1[CH:30]=[N:29][CH:28]=[CH:27][N:26]=1.C1(P(C2CCCCC2)C2C=CC=CC=2C2C(C(C)C)=CC(C(C)C)=CC=2C(C)C)CCCCC1.CC(C)([O-])C.[Na+]. (4) Given the product [C:1]([C:5]1[N:10]=[C:9]([N:11]2[CH2:16][CH2:15][N:14]([CH2:17][CH2:18][CH2:19][CH2:20][NH:21][C:31]([N:38]3[CH2:39][CH2:40][CH:41]([N:44]4[C:48]5[CH:49]=[CH:50][CH:51]=[CH:52][C:47]=5[NH:46][C:45]4=[O:53])[CH2:42][CH2:43]3)=[O:32])[CH2:13][CH2:12]2)[CH:8]=[C:7]([C:22]([F:24])([F:25])[F:23])[N:6]=1)([CH3:4])([CH3:2])[CH3:3], predict the reactants needed to synthesize it. The reactants are: [C:1]([C:5]1[N:10]=[C:9]([N:11]2[CH2:16][CH2:15][N:14]([CH2:17][CH2:18][CH2:19][CH2:20][NH2:21])[CH2:13][CH2:12]2)[CH:8]=[C:7]([C:22]([F:25])([F:24])[F:23])[N:6]=1)([CH3:4])([CH3:3])[CH3:2].C1N=CN([C:31](N2C=NC=C2)=[O:32])C=1.[NH:38]1[CH2:43][CH2:42][CH:41]([N:44]2[C:48]3[CH:49]=[CH:50][CH:51]=[CH:52][C:47]=3[NH:46][C:45]2=[O:53])[CH2:40][CH2:39]1. (5) The reactants are: [CH3:1][C:2]1[N:7]([C:8]2[CH:13]=[CH:12][CH:11]=[C:10]([C:14]([F:17])([F:16])[F:15])[CH:9]=2)[C:6](=[O:18])[C:5]([C:19]([NH:21][CH2:22][C:23]2[CH:28]=[CH:27][C:26]([S:29]([CH3:32])(=[O:31])=[O:30])=[CH:25][CH:24]=2)=[O:20])=[CH:4][CH:3]=1.[N+]([O-])([O-])=O.[K+].S(Cl)([Cl:41])(=O)=O.C([O-])([O-])=O.[Na+].[Na+]. Given the product [Cl:41][C:3]1[CH:4]=[C:5]([C:19]([NH:21][CH2:22][C:23]2[CH:24]=[CH:25][C:26]([S:29]([CH3:32])(=[O:31])=[O:30])=[CH:27][CH:28]=2)=[O:20])[C:6](=[O:18])[N:7]([C:8]2[CH:13]=[CH:12][CH:11]=[C:10]([C:14]([F:17])([F:15])[F:16])[CH:9]=2)[C:2]=1[CH3:1], predict the reactants needed to synthesize it. (6) Given the product [O:11]=[C:7]1[NH:6][C:5]2[N:12]=[CH:13][C:2](/[CH:16]=[CH:15]/[C:14]([O:18][C:19]([CH3:22])([CH3:21])[CH3:20])=[O:17])=[CH:3][C:4]=2[CH2:10][CH2:9][CH2:8]1, predict the reactants needed to synthesize it. The reactants are: Br[C:2]1[CH:13]=[N:12][C:5]2[NH:6][C:7](=[O:11])[CH2:8][CH2:9][CH2:10][C:4]=2[CH:3]=1.[C:14]([O:18][C:19]([CH3:22])([CH3:21])[CH3:20])(=[O:17])[CH:15]=[CH2:16].CCN(C(C)C)C(C)C.CC1C=CC=CC=1P(C1C=CC=CC=1C)C1C=CC=CC=1C.N#N. (7) Given the product [C:17]1(=[C:8]([C:9]2[CH:14]=[CH:13][C:12]([OH:15])=[CH:11][C:10]=2[CH3:16])[C:5]2[CH:6]=[CH:7][C:2](/[CH:25]=[CH:24]/[C:23]([O:27][CH2:28][CH3:29])=[O:26])=[CH:3][CH:4]=2)[CH2:22][CH2:21][CH2:20][CH2:19][CH2:18]1, predict the reactants needed to synthesize it. The reactants are: Br[C:2]1[CH:7]=[CH:6][C:5]([C:8](=[C:17]2[CH2:22][CH2:21][CH2:20][CH2:19][CH2:18]2)[C:9]2[CH:14]=[CH:13][C:12]([OH:15])=[CH:11][C:10]=2[CH3:16])=[CH:4][CH:3]=1.[C:23]([O:27][CH2:28][CH3:29])(=[O:26])[CH:24]=[CH2:25].CC1C=CC=CC=1P(C1C=CC=CC=1C)C1C=CC=CC=1C.CCN(CC)CC.